From a dataset of Catalyst prediction with 721,799 reactions and 888 catalyst types from USPTO. Predict which catalyst facilitates the given reaction. (1) Reactant: [OH:1][C:2]1[C:7](=[O:8])[CH:6]=[C:5]([CH3:9])[N:4]([CH2:10][C:11]([F:14])([F:13])[F:12])[C:3]=1[CH2:15]O.S(Cl)([Cl:19])=O. Product: [ClH:19].[Cl:19][CH2:15][C:3]1[N:4]([CH2:10][C:11]([F:14])([F:13])[F:12])[C:5]([CH3:9])=[CH:6][C:7](=[O:8])[C:2]=1[OH:1]. The catalyst class is: 10. (2) Reactant: [NH2:1][C:2]1[C:31]([C:32]#[C:33][CH:34]([CH3:36])[CH3:35])=[CH:30][C:5]([CH2:6][C@H:7]2[C@H:15]3[C@@H:11]([N:12]([CH2:17][C:18]4[CH:23]=[CH:22][CH:21]=[C:20]([C:24]([CH3:27])([CH3:26])[CH3:25])[CH:19]=4)C(=O)[O:14]3)[CH2:10][S:9](=[O:29])(=[O:28])[CH2:8]2)=[CH:4][C:3]=1[F:37].O([Si](C)(C)C)[K].Cl. Product: [NH2:1][C:2]1[C:31]([C:32]#[C:33][CH:34]([CH3:35])[CH3:36])=[CH:30][C:5]([CH2:6][C@H:7]2[C@H:15]([OH:14])[C@@H:11]([NH:12][CH2:17][C:18]3[CH:23]=[CH:22][CH:21]=[C:20]([C:24]([CH3:27])([CH3:26])[CH3:25])[CH:19]=3)[CH2:10][S:9](=[O:29])(=[O:28])[CH2:8]2)=[CH:4][C:3]=1[F:37]. The catalyst class is: 116. (3) Reactant: C(O)(=O)C.[N:5]1[CH:10]=[CH:9][C:8]([CH:11]2[CH2:16][CH2:15][C:14](=O)[CH2:13][CH2:12]2)=[CH:7][CH:6]=1.Cl.CN.[BH3-][C:22]#[N:23].[Na+]. Product: [CH3:22][NH:23][CH:14]1[CH2:15][CH2:16][CH:11]([C:8]2[CH:9]=[CH:10][N:5]=[CH:6][CH:7]=2)[CH2:12][CH2:13]1. The catalyst class is: 5. (4) The catalyst class is: 2. Reactant: [C:1]([N:8]1[CH2:31][CH2:30][C@@:15]23[C:16]4[CH:17]=[C:18]([O:23][C:24](=[O:29])[C:25]([CH3:28])([CH3:27])[CH3:26])[CH:19]=[CH:20][C:21]=4[CH2:22][C@@H:9]1[C@@H:10]2[CH2:11][CH2:12][CH2:13][CH2:14]3)(OC(C)(C)C)=O.O1CCO[CH2:34][CH2:33]1.Cl.C(Br)C#C.C1(C)C=CC=CC=1. Product: [CH2:1]([N:8]1[CH2:31][CH2:30][C@@:15]23[C:16]4[CH:17]=[C:18]([O:23][C:24](=[O:29])[C:25]([CH3:27])([CH3:28])[CH3:26])[CH:19]=[CH:20][C:21]=4[CH2:22][C@@H:9]1[C@@H:10]2[CH2:11][CH2:12][CH2:13][CH2:14]3)[C:33]#[CH:34]. (5) Reactant: [H-].[Na+].[Br:3][C:4]1[CH:5]=[C:6]([OH:11])[C:7](=[CH:9][CH:10]=1)[OH:8].Cl.Cl[CH2:14][CH2:15][N:16]1[CH2:21][CH2:20][O:19][CH2:18][CH2:17]1.[OH2:22]. Product: [O:19]1[CH2:20][CH2:21][N:16]([CH2:15][CH2:14][O:11][C:6]2[CH:5]=[C:4]([Br:3])[CH:10]=[CH:9][C:7]=2[O:8][CH2:14][CH2:15][N:16]2[CH2:21][CH2:20][O:22][CH2:18][CH2:17]2)[CH2:17][CH2:18]1. The catalyst class is: 3.